Dataset: Full USPTO retrosynthesis dataset with 1.9M reactions from patents (1976-2016). Task: Predict the reactants needed to synthesize the given product. (1) Given the product [OH:15][C:12]1[CH:13]=[CH:14][C:9]([NH:8][C:7]2[C:6](=[O:17])[C:5](=[O:18])[C:4]=2[NH:29][CH:27]([C:23]2[CH:24]=[CH:25][CH:26]=[C:21]([O:20][CH3:19])[CH:22]=2)[CH3:28])=[CH:10][C:11]=1[CH3:16], predict the reactants needed to synthesize it. The reactants are: C(O[C:4]1[C:5](=[O:18])[C:6](=[O:17])[C:7]=1[NH:8][C:9]1[CH:14]=[CH:13][C:12]([OH:15])=[C:11]([CH3:16])[CH:10]=1)C.[CH3:19][O:20][C:21]1[CH:22]=[C:23]([C@H:27]([NH2:29])[CH3:28])[CH:24]=[CH:25][CH:26]=1. (2) Given the product [Cl:22][C:23]1[N:24]=[C:25]([NH:14][CH:11]2[CH2:10][CH2:9][N:8]([CH2:7][C:6]3[CH:15]=[CH:16][C:17]([O:18][CH3:19])=[C:4]([O:3][CH2:1][CH3:2])[CH:5]=3)[CH2:13][CH2:12]2)[CH:26]=[C:27]([NH:29][CH:30]([CH3:32])[CH3:31])[N:28]=1, predict the reactants needed to synthesize it. The reactants are: [CH2:1]([O:3][C:4]1[CH:5]=[C:6]([CH:15]=[CH:16][C:17]=1[O:18][CH3:19])[CH2:7][N:8]1[CH2:13][CH2:12][CH:11]([NH2:14])[CH2:10][CH2:9]1)[CH3:2].[H-].[Na+].[Cl:22][C:23]1[N:28]=[C:27]([NH:29][CH:30]([CH3:32])[CH3:31])[CH:26]=[C:25](Cl)[N:24]=1. (3) Given the product [C:15]([O:14][C:12]([N:19]1[CH2:24][CH2:23][C:22]([C:3]2[CH:4]=[CH:5][C:6]([Cl:11])=[C:7]([O:9][CH3:10])[CH:8]=2)([OH:29])[CH2:21][CH2:20]1)=[O:13])([CH3:18])([CH3:17])[CH3:16], predict the reactants needed to synthesize it. The reactants are: [Mg].Br[C:3]1[CH:4]=[CH:5][C:6]([Cl:11])=[C:7]([O:9][CH3:10])[CH:8]=1.[C:12]([N:19]1[CH2:24][CH2:23][CH2:22][CH2:21][C:20]1=O)([O:14][C:15]([CH3:18])([CH3:17])[CH3:16])=[O:13].C1C[O:29]CC1. (4) Given the product [C:5]([O:9][C:10]([NH:12][NH:13][CH:14]1[CH2:15][CH2:16][CH2:17][CH2:18]1)=[O:11])([CH3:8])([CH3:6])[CH3:7], predict the reactants needed to synthesize it. The reactants are: C([BH3-])#N.[Na+].[C:5]([O:9][C:10]([NH:12][N:13]=[C:14]1[CH2:18][CH2:17][CH2:16][CH2:15]1)=[O:11])([CH3:8])([CH3:7])[CH3:6].[OH-].[Na+]. (5) Given the product [CH2:33]([C:2]1[CH:3]=[C:4]2[C:9](=[C:10]([O:12][CH:13]3[CH2:14][CH2:15][N:16]([C:19]([O:21][C:22]([CH3:24])([CH3:25])[CH3:23])=[O:20])[CH2:17][CH2:18]3)[CH:11]=1)[N:8]=[CH:7][CH:6]=[CH:5]2)[CH2:34][CH2:35][CH2:36][CH3:37], predict the reactants needed to synthesize it. The reactants are: Cl[C:2]1[CH:3]=[C:4]2[C:9](=[C:10]([O:12][CH:13]3[CH2:18][CH2:17][N:16]([C:19]([O:21][C:22]([CH3:25])([CH3:24])[CH3:23])=[O:20])[CH2:15][CH2:14]3)[CH:11]=1)[N:8]=[CH:7][CH:6]=[CH:5]2.CN1C(=O)CCC1.[CH2:33]([Mg]Br)[CH2:34][CH2:35][CH2:36][CH3:37].[Cl-].[NH4+]. (6) Given the product [CH2:1]([O:3][C:4](=[O:18])/[C:5](/[O:15][CH2:16][CH3:17])=[CH:6]/[C:7]1[CH:12]=[CH:11][C:10]([O:13][CH2:20][C:21]2[N:22]=[C:23]([C:26]3[CH:31]=[CH:30][C:29]([Cl:32])=[CH:28][CH:27]=3)[S:24][CH:25]=2)=[CH:9][C:8]=1[CH3:14])[CH3:2], predict the reactants needed to synthesize it. The reactants are: [CH2:1]([O:3][C:4](=[O:18])/[C:5](/[O:15][CH2:16][CH3:17])=[CH:6]/[C:7]1[CH:12]=[CH:11][C:10]([OH:13])=[CH:9][C:8]=1[CH3:14])[CH3:2].Cl[CH2:20][C:21]1[N:22]=[C:23]([C:26]2[CH:31]=[CH:30][C:29]([Cl:32])=[CH:28][CH:27]=2)[S:24][CH:25]=1.C(=O)([O-])[O-].[Cs+].[Cs+].[I-].[K+]. (7) Given the product [N:1]1[CH:6]=[CH:5][CH:4]=[C:3]([CH:7]=[CH:8][C:9]([NH:14][CH2:15][C:16]2[CH:17]=[CH:18][C:19]([C:20]([OH:22])=[O:21])=[CH:23][CH:24]=2)=[O:11])[CH:2]=1, predict the reactants needed to synthesize it. The reactants are: [N:1]1[CH:6]=[CH:5][CH:4]=[C:3]([CH:7]=[CH:8][C:9]([OH:11])=O)[CH:2]=1.[OH-].[Na+].[NH2:14][CH2:15][C:16]1[CH:24]=[CH:23][C:19]([C:20]([OH:22])=[O:21])=[CH:18][CH:17]=1. (8) The reactants are: [Si:1]([O:18][CH2:19][C@@H:20]([N:24]1[C@H:29]([C:30]2[CH:35]=[CH:34][C:33]([Cl:36])=[CH:32][CH:31]=2)[C@@H:28]([C:37]2[CH:42]=[CH:41][CH:40]=[C:39]([Cl:43])[CH:38]=2)[CH2:27][C@@:26]([CH2:45][C:46]([OH:48])=[O:47])([CH3:44])[C:25]1=[O:49])[CH:21]1[CH2:23][CH2:22]1)([C:14]([CH3:17])([CH3:16])[CH3:15])([C:8]1[CH:13]=[CH:12][CH:11]=[CH:10][CH:9]=1)[C:2]1[CH:7]=[CH:6][CH:5]=[CH:4][CH:3]=1.[CH3:50][Si](C=[N+]=[N-])(C)C. Given the product [Si:1]([O:18][CH2:19][C@@H:20]([N:24]1[C@H:29]([C:30]2[CH:31]=[CH:32][C:33]([Cl:36])=[CH:34][CH:35]=2)[C@@H:28]([C:37]2[CH:42]=[CH:41][CH:40]=[C:39]([Cl:43])[CH:38]=2)[CH2:27][C@@:26]([CH2:45][C:46]([O:48][CH3:50])=[O:47])([CH3:44])[C:25]1=[O:49])[CH:21]1[CH2:22][CH2:23]1)([C:14]([CH3:17])([CH3:16])[CH3:15])([C:8]1[CH:13]=[CH:12][CH:11]=[CH:10][CH:9]=1)[C:2]1[CH:3]=[CH:4][CH:5]=[CH:6][CH:7]=1, predict the reactants needed to synthesize it. (9) Given the product [N+:11]([C:8]1[CH:9]=[CH:10][C:5]([CH:4]=[O:15])=[C:6]([F:14])[CH:7]=1)([O-:13])=[O:12], predict the reactants needed to synthesize it. The reactants are: CON(C)[C:4](=[O:15])[C:5]1[CH:10]=[CH:9][C:8]([N+:11]([O-:13])=[O:12])=[CH:7][C:6]=1[F:14].[H-].C([Al+]CC(C)C)C(C)C.C1(C)C=CC=CC=1.Cl. (10) Given the product [CH2:36]([N:29]([CH2:27][CH3:28])[CH:30]1[CH2:35][CH2:34][CH2:33][N:32]([C:19]([C:18]2[CH:22]=[CH:23][C:15]([N:12]3[C:13]([OH:14])=[C:9]([C:6]4[CH:7]=[CH:8][C:3]([C:1]#[N:2])=[CH:4][C:5]=4[CH3:24])[CH:10]=[N:11]3)=[N:16][CH:17]=2)=[O:20])[CH2:31]1)[CH3:37], predict the reactants needed to synthesize it. The reactants are: [C:1]([C:3]1[CH:8]=[CH:7][C:6]([C:9]2[CH:10]=[N:11][N:12]([C:15]3[CH:23]=[CH:22][C:18]([C:19](O)=[O:20])=[CH:17][N:16]=3)[C:13]=2[OH:14])=[C:5]([CH3:24])[CH:4]=1)#[N:2].Cl.Cl.[CH2:27]([N:29]([CH2:36][CH3:37])[CH:30]1[CH2:35][CH2:34][CH2:33][NH:32][CH2:31]1)[CH3:28].